From a dataset of Experimentally validated miRNA-target interactions with 360,000+ pairs, plus equal number of negative samples. Binary Classification. Given a miRNA mature sequence and a target amino acid sequence, predict their likelihood of interaction. (1) The miRNA is hsa-miR-6826-3p with sequence CUCCCCUCUCUUUCCUGUUCAG. The protein sequence of the target gene is MNHLPEDMENALTGSQSSHASLRNIHSINPTQLMARIESYEGREKKGISDVRRTFCLFVTFDLLFVTLLWIIELNVNGGIENTLEKEVMQYDYYSSYFDIFLLAVFRFKVLILAYAVCRLRHWWAIALTTAVTSAFLLAKVILSKLFSQGAFGYVLPIISFILAWIETWFLDFKVLPQEAEEENRLLIVQDASERAALIPGGLSDGQFYSPPESEAGSEEAEEKQDSEKPLLEL. Result: 1 (interaction). (2) The miRNA is hsa-miR-195-5p with sequence UAGCAGCACAGAAAUAUUGGC. The protein sequence of the target gene is MAAGKSGGSAGALFLKALDRSESKRDGGFKNNWSFDHEEESEGDADKDGANLLSVEDEDSEISKGKKLNRRSEIVATSSGDFILKTYVRRSKTDGFKTLKGNPIGLNMLSNNKKLSESTAGTALCSGTVVHGRRFHHAHSQTPGIRTAAQRKEYPPYVHKAENSPVMLSHGQGGDHIMKKTEESESYVESEIKRKVQQKRHCSTYQLSPLSPASKKCLTHLEVSEQREYCPKCGKEKENQTKCQSCGIVFHNDLQRNCRQAVTLNEPTGPLLRTSIHQNSGGQKSQNTGLTAKKFYGNSV.... Result: 0 (no interaction). (3) The miRNA is cel-miR-58a-3p with sequence UGAGAUCGUUCAGUACGGCAAU. The protein sequence of the target gene is MNSSTSTMSEEPDALSVVNQLRDLAADPLNRRAIVQDQGCLPGLILFMDHPNPPVVHSALLALRYLAECRANREKMKGELGMMLSLQNVIQKTTTPGETKLLASEIYDILQSSNMADGDSFNEMNSRRRKAQFFLGTTNKRAKTVVLHIDGLDDTSRRNLCEEALLKIKGVISFTFQMAVQRCVVRIRSDLKAEALASAIASTKVMKAQQVVKSESGEEMLVPFQDTPVEVEQNTELPDYLPEDESPTKEQDKAVSRVGSHPEGGASWLSTAANFLSRSFYW. Result: 0 (no interaction). (4) The miRNA is mmu-miR-344e-3p with sequence GAUAUAACCAAAGCCUGACUAU. The protein sequence of the target gene is MGVIGIQLVVTMVMASVMQKIIPHYSLARWLLCNGSLRWYQHPSEEELRILAGKQQKGKSKKDRKYNGHIENKPLTIPKDIDLHLETKSVTEVDTLALHYFPEYQWLVDFTVAATIVYLVTEVYYSFMKPTQEMNISLVWCLLVLSFAIKVLFSLTTHYFKVEDGGERSVCVTFGFFFFVKAMAVLIVTENYLEFGLETGFTNFSDSAMQFLEKQGLESQGPVSKLTFKFFLAVFCSLIGAFLTFPGLRLAQMHLDALNMATEKITQTLLHINFLAPLFMVLLWVKPITKDYIMNPPLGR.... Result: 1 (interaction). (5) The miRNA is mmu-miR-1901 with sequence CCGCUCGUACUCCCGGGGGUCC. The protein sequence of the target gene is MSLYCGIACRRKFFWCYRLLSTYVTKTRYLFELKEDDDACKKAQQTGAFYLFHSLAPLLQTSAHQYLAPRHSLLELERLLGKFGQDAQRIEDSVLIGCSEQQEAWFALDLGLDSSFSISASLHKPEMETELKGSFIELRKALFQLNARDASLLSTAQALLRWHDAHQFCSRSGQPTKKNVAGSKRVCPSNNIIYYPQMAPVAITLVSDGTRCLLARQSSFPKGMYSALAGFCDIGESVEETIRREVAEEVGLEVESLQYYASQHWPFPSGSLMIACHATVKPGQTEIQVNLRELETAAWF.... Result: 0 (no interaction). (6) The miRNA is mmu-miR-291a-5p with sequence CAUCAAAGUGGAGGCCCUCUCU. Result: 0 (no interaction). The protein sequence of the target gene is MPAGSNEPDGVLSYQRPDEEAVVDQGGTSTILNIHYEKEELEGHRTLYVGVRMPLGRQSHRHHRTHGQKHRRRGGRGKGASQGEEGLEALAHDTPSQRVQFILGTEEDEEHVPHELFTELDEICMKEGEDAEWKETARWLKFEEDVEDGGERWSKPYVATLSLHSLFELRSCLINGSVLLDMRASSIEEISDLILDQQELLRDLSDSVRVKVREALLKKHHHQNERRRNNLIPIVRSFAEVGKKQSDPHSMDRDGQTVSPQSATNLEVKNGVNCEHSPVDLSKVDLHFMKKIPTGAEASN....